This data is from Peptide-MHC class I binding affinity with 185,985 pairs from IEDB/IMGT. The task is: Regression. Given a peptide amino acid sequence and an MHC pseudo amino acid sequence, predict their binding affinity value. This is MHC class I binding data. (1) The peptide sequence is MLSTVLGV. The MHC is HLA-A02:01 with pseudo-sequence HLA-A02:01. The binding affinity (normalized) is 0.641. (2) The peptide sequence is RTGTRLLGR. The MHC is HLA-A31:01 with pseudo-sequence HLA-A31:01. The binding affinity (normalized) is 0.635.